From a dataset of Forward reaction prediction with 1.9M reactions from USPTO patents (1976-2016). Predict the product of the given reaction. (1) Given the reactants [F:1][C:2]1[CH:7]=[CH:6][C:5]([C:8]2[N:9]=[C:10]3[CH:15]=[CH:14][CH:13]=[N:12][N:11]3[C:16]=2[C:17]2[CH:22]=[CH:21][N:20]=[C:19]([NH2:23])[CH:18]=2)=[CH:4][C:3]=1[CH3:24].C(N(CC)CC)C.[Cl:32][C:33]1[N:41]=[CH:40][CH:39]=[CH:38][C:34]=1[C:35](Cl)=[O:36].C(=O)([O-])O.[Na+], predict the reaction product. The product is: [Cl:32][C:33]1[N:41]=[CH:40][CH:39]=[CH:38][C:34]=1[C:35]([NH:23][C:19]1[CH:18]=[C:17]([C:16]2[N:11]3[N:12]=[CH:13][CH:14]=[CH:15][C:10]3=[N:9][C:8]=2[C:5]2[CH:6]=[CH:7][C:2]([F:1])=[C:3]([CH3:24])[CH:4]=2)[CH:22]=[CH:21][N:20]=1)=[O:36]. (2) Given the reactants [CH3:1][N:2]1[C:6](OS(C(F)(F)F)(=O)=O)=[CH:5][C:4]([C:15](F)(F)F)=[N:3]1.CC1(C)C(C)(C)OB([C:27]2[CH:28]=[C:29]3[C:33](=[CH:34][CH:35]=2)[NH:32][C:31](=[O:36])[CH2:30]3)O1, predict the reaction product. The product is: [CH3:1][N:2]1[C:6]([C:27]2[CH:28]=[C:29]3[C:33](=[CH:34][CH:35]=2)[NH:32][C:31](=[O:36])[CH2:30]3)=[CH:5][C:4]([CH3:15])=[N:3]1. (3) Given the reactants [CH3:1][O:2][C:3]1[CH:12]=[C:11]([O:13][CH3:14])[CH:10]=[C:9]2[C:4]=1[C:5](=[O:27])[NH:6][C:7]([C:15]1[CH:20]=[CH:19][C:18]([N:21]3[CH2:26][CH2:25][NH:24][CH2:23][CH2:22]3)=[CH:17][CH:16]=1)=[N:8]2.CCN=C=NCCCN(C)C.Cl.C1C=CC2N(O)N=NC=2C=1.CCN(CC)CC.[F:57][C:58]([F:64])([F:63])[CH2:59][C:60](O)=[O:61], predict the reaction product. The product is: [CH3:1][O:2][C:3]1[CH:12]=[C:11]([O:13][CH3:14])[CH:10]=[C:9]2[C:4]=1[C:5](=[O:27])[NH:6][C:7]([C:15]1[CH:20]=[CH:19][C:18]([N:21]3[CH2:22][CH2:23][N:24]([C:60](=[O:61])[CH2:59][C:58]([F:64])([F:63])[F:57])[CH2:25][CH2:26]3)=[CH:17][CH:16]=1)=[N:8]2.